This data is from Reaction yield outcomes from USPTO patents with 853,638 reactions. The task is: Predict the reaction yield, written as a fraction of the theoretical maximum amount of product (1.0 means a 100% yield; for example, 0.34 means a 34% yield). (1) The reactants are [F:1][C:2]1[CH:26]=[CH:25][C:5]([CH2:6][NH:7][C:8](=[O:24])[C:9]2[CH:14]=[CH:13][CH:12]=[C:11]([C:15](=[O:23])CC3C=CC=CC=3)[N:10]=2)=[CH:4][CH:3]=1.[OH-:27].[K+].Cl. The catalyst is CO. The product is [F:1][C:2]1[CH:3]=[CH:4][C:5]([CH2:6][NH:7][C:8]([C:9]2[N:10]=[C:11]([C:15]([OH:23])=[O:27])[CH:12]=[CH:13][CH:14]=2)=[O:24])=[CH:25][CH:26]=1. The yield is 0.900. (2) The reactants are Cl.[CH:2]1([N:5]2[CH2:10][C:9]3([CH2:15][CH2:14][NH:13][CH2:12][CH2:11]3)[O:8][CH2:7][C:6]2=[O:16])[CH2:4][CH2:3]1.C(N(CC)C(C)C)(C)C.[Br:26][C:27]1[CH:32]=[CH:31][C:30]([S:33](Cl)(=[O:35])=[O:34])=[CH:29][C:28]=1[F:37]. The catalyst is ClCCl. The product is [Br:26][C:27]1[CH:32]=[CH:31][C:30]([S:33]([N:13]2[CH2:12][CH2:11][C:9]3([O:8][CH2:7][C:6](=[O:16])[N:5]([CH:2]4[CH2:4][CH2:3]4)[CH2:10]3)[CH2:15][CH2:14]2)(=[O:35])=[O:34])=[CH:29][C:28]=1[F:37]. The yield is 0.820.